This data is from Forward reaction prediction with 1.9M reactions from USPTO patents (1976-2016). The task is: Predict the product of the given reaction. Given the reactants [CH3:1][C:2]1([CH3:28])[CH2:7][CH2:6][C:5]([C:8]2[CH:13]=[C:12]([C:14](O)([CH3:16])[CH3:15])[CH:11]=[CH:10][C:9]=2[NH:18][C:19]([C:21]2[NH:22][CH:23]=[C:24]([C:26]#[N:27])[N:25]=2)=[O:20])=[CH:4][CH2:3]1.[CH3:29][S:30][CH2:31][CH2:32][NH2:33], predict the reaction product. The product is: [CH3:1][C:2]1([CH3:28])[CH2:7][CH2:6][C:5]([C:8]2[CH:13]=[C:12]([C:14]([CH3:16])([NH:33][CH2:32][CH2:31][S:30][CH3:29])[CH3:15])[CH:11]=[CH:10][C:9]=2[NH:18][C:19]([C:21]2[NH:22][CH:23]=[C:24]([C:26]#[N:27])[N:25]=2)=[O:20])=[CH:4][CH2:3]1.